This data is from Full USPTO retrosynthesis dataset with 1.9M reactions from patents (1976-2016). The task is: Predict the reactants needed to synthesize the given product. (1) Given the product [F:16][C:17]1[C:18]([CH3:40])=[C:19]([C:32]2[CH:37]=[CH:36][CH:35]=[C:34]([CH2:38][O:14][C:12]3[CH:11]=[CH:10][C:9]4[C@H:5]([CH2:4][C:3]([O:2][CH3:1])=[O:15])[CH2:6][O:7][C:8]=4[CH:13]=3)[CH:33]=2)[C:20]([CH3:31])=[CH:21][C:22]=1[O:23][CH2:24][CH2:25][CH2:26][S:27]([CH3:30])(=[O:29])=[O:28], predict the reactants needed to synthesize it. The reactants are: [CH3:1][O:2][C:3](=[O:15])[CH2:4][C@H:5]1[C:9]2[CH:10]=[CH:11][C:12]([OH:14])=[CH:13][C:8]=2[O:7][CH2:6]1.[F:16][C:17]1[C:18]([CH3:40])=[C:19]([C:32]2[CH:37]=[CH:36][CH:35]=[C:34]([CH2:38]O)[CH:33]=2)[C:20]([CH3:31])=[CH:21][C:22]=1[O:23][CH2:24][CH2:25][CH2:26][S:27]([CH3:30])(=[O:29])=[O:28].C(P(CCCC)CCCC)CCC.N(C(N1CCCCC1)=O)=NC(N1CCCCC1)=O. (2) Given the product [F:11][C:12]1([F:17])[CH2:16][CH2:15][N:14]([C:2]2[N:3]=[CH:4][N:5]=[C:6]([N:8]3[C:39](=[O:40])[C:38]([N:44]4[CH:48]=[C:47]([C:49]#[N:50])[N:46]=[CH:45]4)=[CH:37][NH:9]3)[CH:7]=2)[CH2:13]1, predict the reactants needed to synthesize it. The reactants are: Cl[C:2]1[CH:7]=[C:6]([NH:8][NH2:9])[N:5]=[CH:4][N:3]=1.Cl.[F:11][C:12]1([F:17])[CH2:16][CH2:15][NH:14][CH2:13]1.C(N(C(C)C)C(C)C)C.FC(F)(F)C(O)=O.CN([CH:37]=[C:38]([N:44]1[CH:48]=[C:47]([C:49]#[N:50])[N:46]=[CH:45]1)[C:39](OCC)=[O:40])C.Cl. (3) Given the product [Cl:21][C:22]1[CH:23]=[CH:24][C:25]2[O:29][C:28]([NH:30][CH2:17][CH2:16][C:14]3[N:15]=[C:11]([S:10][C:7]([CH3:8])([CH3:9])[C:6]([OH:5])=[O:20])[S:12][CH:13]=3)=[N:27][C:26]=2[CH:31]=1, predict the reactants needed to synthesize it. The reactants are: C([O:5][C:6](=[O:20])[C:7]([S:10][C:11]1[S:12][CH:13]=[C:14]([CH2:16][C:17](O)=O)[N:15]=1)([CH3:9])[CH3:8])(C)(C)C.[Cl:21][C:22]1[CH:23]=[CH:24][C:25]2[O:29][C:28]([NH2:30])=[N:27][C:26]=2[CH:31]=1.FC(F)(F)C(O)=O. (4) The reactants are: [F:1][C:2]1[CH:3]=[C:4]([C@H:8]2[CH2:17][CH2:16][CH2:15][C@@H:14]3[N:9]2[C:10](=[O:18])[CH2:11][CH:12]=[CH:13]3)[CH:5]=[CH:6][CH:7]=1.[H][H]. Given the product [F:1][C:2]1[CH:3]=[C:4]([C@H:8]2[CH2:17][CH2:16][CH2:15][C@@H:14]3[N:9]2[C:10](=[O:18])[CH2:11][CH2:12][CH2:13]3)[CH:5]=[CH:6][CH:7]=1, predict the reactants needed to synthesize it.